Task: Regression. Given a peptide amino acid sequence and an MHC pseudo amino acid sequence, predict their binding affinity value. This is MHC class I binding data.. Dataset: Peptide-MHC class I binding affinity with 185,985 pairs from IEDB/IMGT (1) The peptide sequence is KFYGPFVDR. The MHC is HLA-A23:01 with pseudo-sequence HLA-A23:01. The binding affinity (normalized) is 0. (2) The peptide sequence is AFYHLPLHPA. The MHC is Patr-A0101 with pseudo-sequence Patr-A0101. The binding affinity (normalized) is 0.210. (3) The peptide sequence is TYGPVFMCL. The MHC is HLA-A03:01 with pseudo-sequence HLA-A03:01. The binding affinity (normalized) is 0.